This data is from Peptide-MHC class II binding affinity with 134,281 pairs from IEDB. The task is: Regression. Given a peptide amino acid sequence and an MHC pseudo amino acid sequence, predict their binding affinity value. This is MHC class II binding data. (1) The peptide sequence is RLLVLDAVALERWPG. The binding affinity (normalized) is 0.660. The MHC is DRB5_0101 with pseudo-sequence DRB5_0101. (2) The peptide sequence is VDIMVRDGQLTIKAE. The MHC is HLA-DPA10201-DPB10501 with pseudo-sequence HLA-DPA10201-DPB10501. The binding affinity (normalized) is 0.259. (3) The peptide sequence is SGIAFGSMAKKGDEQ. The MHC is HLA-DPA10301-DPB10402 with pseudo-sequence HLA-DPA10301-DPB10402. The binding affinity (normalized) is 0. (4) The peptide sequence is KGSNPNYLALLVKFV. The MHC is DRB1_1302 with pseudo-sequence DRB1_1302. The binding affinity (normalized) is 0.333. (5) The peptide sequence is GNTPIFKSGRGCGSC. The MHC is HLA-DPA10103-DPB10201 with pseudo-sequence HLA-DPA10103-DPB10201. The binding affinity (normalized) is 0. (6) The peptide sequence is LSSNDLAKYKANWIE. The MHC is HLA-DQA10501-DQB10301 with pseudo-sequence HLA-DQA10501-DQB10301. The binding affinity (normalized) is 0.317. (7) The peptide sequence is QPWEPLQLHVDKAVS. The MHC is DRB4_0101 with pseudo-sequence DRB4_0103. The binding affinity (normalized) is 0.572.